Dataset: Reaction yield outcomes from USPTO patents with 853,638 reactions. Task: Predict the reaction yield, written as a fraction of the theoretical maximum amount of product (1.0 means a 100% yield; for example, 0.34 means a 34% yield). (1) The reactants are [CH3:1][N:2]([CH3:18])[CH2:3][CH2:4][O:5][C:6]1[CH:7]=[C:8]([CH:11]=[C:12]([N+:15]([O-:17])=[O:16])[C:13]=1[OH:14])[CH:9]=O.[C:19]1([C:25](=O)[CH2:26][C:27]2[CH:32]=[CH:31][CH:30]=[CH:29][CH:28]=2)[CH:24]=[CH:23][CH:22]=[CH:21][CH:20]=1.[NH2:34][C:35]([NH2:37])=[O:36].Cl. The catalyst is C(O)C. The product is [CH3:1][N:2]([CH3:18])[CH2:3][CH2:4][O:5][C:6]1[CH:7]=[C:8]([CH:9]2[C:26]([C:27]3[CH:32]=[CH:31][CH:30]=[CH:29][CH:28]=3)=[C:25]([C:19]3[CH:24]=[CH:23][CH:22]=[CH:21][CH:20]=3)[NH:37][C:35](=[O:36])[NH:34]2)[CH:11]=[C:12]([N+:15]([O-:17])=[O:16])[C:13]=1[OH:14]. The yield is 0.220. (2) The reactants are [C:1]([O:5][C:6]([N:8]1[CH2:13][CH2:12][CH:11]([NH:14][C:15]2[CH:20]=[CH:19][C:18]([C:21]([O:23][CH2:24][CH:25]=[CH2:26])=[O:22])=[CH:17][C:16]=2[NH2:27])[CH2:10][CH2:9]1)=[O:7])([CH3:4])([CH3:3])[CH3:2].[CH:28](=O)[CH3:29]. The catalyst is C(O)C.C([O-])(=O)C.[Cu+2].C([O-])(=O)C. The product is [CH2:24]([O:23][C:21]([C:18]1[CH:19]=[CH:20][C:15]2[N:14]([CH:11]3[CH2:12][CH2:13][N:8]([C:6]([O:5][C:1]([CH3:4])([CH3:3])[CH3:2])=[O:7])[CH2:9][CH2:10]3)[C:28]([CH3:29])=[N:27][C:16]=2[CH:17]=1)=[O:22])[CH:25]=[CH2:26]. The yield is 0.450. (3) The reactants are [CH2:1]([O:8][C:9](=[O:27])[NH:10][CH2:11][CH2:12][CH2:13][CH2:14][C:15]1[CH:20]=[CH:19][C:18]([O:21][CH2:22][CH2:23][CH2:24][C:25]#[N:26])=[CH:17][CH:16]=1)[C:2]1[CH:7]=[CH:6][CH:5]=[CH:4][CH:3]=1.[N-:28]=[N+:29]=[N-:30].[Na+].[Cl-].[NH4+]. The catalyst is CN(C=O)C. The product is [CH2:1]([O:8][C:9](=[O:27])[NH:10][CH2:11][CH2:12][CH2:13][CH2:14][C:15]1[CH:20]=[CH:19][C:18]([O:21][CH2:22][CH2:23][CH2:24][C:25]2[NH:30][N:29]=[N:28][N:26]=2)=[CH:17][CH:16]=1)[C:2]1[CH:7]=[CH:6][CH:5]=[CH:4][CH:3]=1. The yield is 0.760. (4) The reactants are [I:1][C:2]1[CH:9]=[C:6]([CH:7]=[O:8])[C:5]([OH:10])=[CH:4][CH:3]=1.[O:11]1[CH2:16][CH2:15][CH:14](OS(C)(=O)=O)[CH2:13][CH2:12]1.C([O-])([O-])=O.[K+].[K+]. The catalyst is CN(C)C=O. The product is [I:1][C:2]1[CH:3]=[CH:4][C:5]([O:10][CH:14]2[CH2:15][CH2:16][O:11][CH2:12][CH2:13]2)=[C:6]([CH:9]=1)[CH:7]=[O:8]. The yield is 0.850.